Task: Predict the reactants needed to synthesize the given product.. Dataset: Full USPTO retrosynthesis dataset with 1.9M reactions from patents (1976-2016) (1) Given the product [Cl:32][C:33]1[C:37]([Cl:38])=[C:36]([CH3:39])[NH:35][C:34]=1[C:40]([NH:42][C@@H:43]1[CH2:48][CH2:47][N:46]([C:2]2[S:3][C:4]([C:19]([O:21][CH3:22])=[O:20])=[C:5]([C:7]3[N:12]=[C:11]([N:13]4[CH2:18][CH2:17][CH2:16][CH2:15][CH2:14]4)[CH:10]=[CH:9][N:8]=3)[N:6]=2)[CH2:45][C@@H:44]1[O:49][CH3:50])=[O:41], predict the reactants needed to synthesize it. The reactants are: Cl[C:2]1[S:3][C:4]([C:19]([O:21][CH3:22])=[O:20])=[C:5]([C:7]2[N:12]=[C:11]([N:13]3[CH2:18][CH2:17][CH2:16][CH2:15][CH2:14]3)[CH:10]=[CH:9][N:8]=2)[N:6]=1.C(N(CC)C(C)C)(C)C.[Cl:32][C:33]1[C:37]([Cl:38])=[C:36]([CH3:39])[NH:35][C:34]=1[C:40]([NH:42][C@@H:43]1[CH2:48][CH2:47][NH:46][CH2:45][C@@H:44]1[O:49][CH3:50])=[O:41]. (2) The reactants are: C(OC([N:8]([CH:19]([CH3:21])[CH3:20])[C@H:9]1[CH2:14][CH2:13][C@H:12]([C:15]([O:17][CH3:18])=[O:16])[CH2:11][CH2:10]1)=O)(C)(C)C.[ClH:22].C(OCC)(=O)C. Given the product [ClH:22].[CH:19]([NH:8][C@H:9]1[CH2:14][CH2:13][C@H:12]([C:15]([O:17][CH3:18])=[O:16])[CH2:11][CH2:10]1)([CH3:21])[CH3:20], predict the reactants needed to synthesize it. (3) The reactants are: [Cl:1][C:2]1[CH:7]=[CH:6][C:5]([NH:8][C:9](=[O:18])[N:10]([CH2:16][CH3:17])[CH:11]2[CH2:15][CH2:14][NH:13][CH2:12]2)=[CH:4][CH:3]=1.C(=O)([O-])[O-].[K+].[K+].Br[CH2:26][CH2:27]/[CH:28]=[C:29]1/[C:30]2[CH:43]=[C:42]([C:44]([OH:47])([CH3:46])[CH3:45])[CH:41]=[CH:40][C:31]=2[O:32][CH2:33][C:34]2[N:39]=[CH:38][CH:37]=[CH:36][C:35]/1=2. Given the product [Cl:1][C:2]1[CH:7]=[CH:6][C:5]([NH:8][C:9](=[O:18])[N:10]([CH2:16][CH3:17])[CH:11]2[CH2:15][CH2:14][N:13]([CH2:26][CH2:27][CH:28]=[C:29]3[C:35]4[CH:36]=[CH:37][CH:38]=[N:39][C:34]=4[CH2:33][O:32][C:31]4[CH:40]=[CH:41][C:42]([C:44]([OH:47])([CH3:46])[CH3:45])=[CH:43][C:30]3=4)[CH2:12]2)=[CH:4][CH:3]=1, predict the reactants needed to synthesize it.